This data is from Full USPTO retrosynthesis dataset with 1.9M reactions from patents (1976-2016). The task is: Predict the reactants needed to synthesize the given product. (1) Given the product [CH2:1]([O:8][C@H:9]([C@@H:19]([C@@H:28]([CH2:30][O:31][CH2:32][C:33]1[CH:34]=[CH:35][CH:36]=[CH:37][CH:38]=1)[OH:29])[O:20][CH2:21][C:22]1[CH:23]=[CH:24][CH:25]=[CH:26][CH:27]=1)[CH2:10][OH:11])[C:2]1[CH:7]=[CH:6][CH:5]=[CH:4][CH:3]=1, predict the reactants needed to synthesize it. The reactants are: [CH2:1]([O:8][C@@H:9]([C@H:19]([C@@H:28]([CH2:30][O:31][CH2:32][C:33]1[CH:38]=[CH:37][CH:36]=[CH:35][CH:34]=1)[OH:29])[O:20][CH2:21][C:22]1[CH:27]=[CH:26][CH:25]=[CH:24][CH:23]=1)[CH2:10][O:11][Si](C(C)(C)C)(C)C)[C:2]1[CH:7]=[CH:6][CH:5]=[CH:4][CH:3]=1.[N+](C1C=CC(C(O)=O)=CC=1)([O-])=O.C1(P(C2C=CC=CC=2)C2C=CC=CC=2)C=CC=CC=1.CC(OC(/N=N/C(OC(C)C)=O)=O)C.[F-].C([N+](CCCC)(CCCC)CCCC)CCC. (2) Given the product [CH3:1][C:2]1[CH:3]=[C:4]([CH:37]=[CH:38][C:39]=1[CH3:40])[CH2:5][CH:6]([CH2:17][C:18](=[O:36])[N:19]1[CH2:24][CH2:23][CH:22]([N:25]2[CH2:34][C:33]3[C:28](=[CH:29][CH:30]=[CH:31][CH:32]=3)[NH:27][C:26]2=[O:35])[CH2:21][CH2:20]1)[C:7]([OH:9])=[O:8], predict the reactants needed to synthesize it. The reactants are: [CH3:1][C:2]1[CH:3]=[C:4]([CH:37]=[CH:38][C:39]=1[CH3:40])[CH2:5][C:6]([CH2:17][C:18](=[O:36])[N:19]1[CH2:24][CH2:23][CH:22]([N:25]2[CH2:34][C:33]3[C:28](=[CH:29][CH:30]=[CH:31][CH:32]=3)[NH:27][C:26]2=[O:35])[CH2:21][CH2:20]1)(C(OCC)=O)[C:7]([O:9]CC)=[O:8].[OH-].[K+]. (3) Given the product [NH2:2][C:3]1[N:4]([CH3:23])[C:5]([CH3:22])=[CH:6][C:7](=[N:9][C:10]2[CH:11]=[C:12]([C:19](=[O:21])[CH3:20])[CH:13]=[C:14]([C:16](=[O:18])[CH3:17])[CH:15]=2)[N:8]=1, predict the reactants needed to synthesize it. The reactants are: [I-].[NH2:2][C:3]1[N:8]=[C:7]([NH:9][C:10]2[CH:15]=[C:14]([C:16](=[O:18])[CH3:17])[CH:13]=[C:12]([C:19](=[O:21])[CH3:20])[CH:11]=2)[CH:6]=[C:5]([CH3:22])[N+:4]=1[CH3:23].CO.O.[OH-].[Na+]. (4) Given the product [C:1]([O:4][C@@H:5]1[C@H:9]([O:10][C:11](=[O:13])[CH3:12])[C@@H:8]([C:14]#[CH:15])[O:7][C@H:6]1[N:16]1[CH:24]=[N:23][C:22]2[C:17]1=[N:18][CH:19]=[N:20][C:21]=2[NH:34][CH2:33][CH2:32][C:26]1[CH:31]=[CH:30][CH:29]=[CH:28][CH:27]=1)(=[O:3])[CH3:2], predict the reactants needed to synthesize it. The reactants are: [C:1]([O:4][C@@H:5]1[C@H:9]([O:10][C:11](=[O:13])[CH3:12])[C@@H:8]([C:14]#[CH:15])[O:7][C@H:6]1[N:16]1[CH:24]=[N:23][C:22]2[C:17]1=[N:18][CH:19]=[N:20][C:21]=2Cl)(=[O:3])[CH3:2].[C:26]1([CH2:32][CH2:33][NH2:34])[CH:31]=[CH:30][CH:29]=[CH:28][CH:27]=1. (5) The reactants are: [NH2:1][C:2]1[C:10]2[C:5](=[N:6][CH:7]=[C:8]([Br:26])[C:9]=2[N:11]2[CH2:16][CH2:15][CH2:14][C@@H:13]([N:17]([CH3:25])[C:18](=[O:24])[O:19][C:20]([CH3:23])([CH3:22])[CH3:21])[CH2:12]2)[NH:4][CH:3]=1.N1C=CC=CC=1.[CH:33]1([C:36]([Cl:38])=[O:37])[CH2:35][CH2:34]1.O[Li].O. Given the product [ClH:38].[Br:26][C:8]1[C:9]([N:11]2[CH2:16][CH2:15][CH2:14][C@@H:13]([N:17]([CH3:25])[C:18](=[O:24])[O:19][C:20]([CH3:21])([CH3:22])[CH3:23])[CH2:12]2)=[C:10]2[C:2]([NH:1][C:36]([CH:33]3[CH2:35][CH2:34]3)=[O:37])=[CH:3][NH:4][C:5]2=[N:6][CH:7]=1, predict the reactants needed to synthesize it. (6) Given the product [F:23][C:24]1[CH:40]=[C:39]([F:41])[CH:38]=[CH:37][C:25]=1[CH2:26][N:27]([CH2:28][CH2:29][CH2:30][CH2:31][CH2:32][CH2:33][CH2:34][CH2:35][CH3:36])[C:12](=[O:14])[CH2:11][O:10][C:9]1[CH:8]=[CH:7][C:6]([CH2:5][C@H:4]([O:3][CH2:1][CH3:2])[C:17]([O:19][CH2:20][CH3:21])=[O:18])=[CH:16][CH:15]=1, predict the reactants needed to synthesize it. The reactants are: [CH2:1]([O:3][C@H:4]([C:17]([O:19][CH2:20][CH3:21])=[O:18])[CH2:5][C:6]1[CH:16]=[CH:15][C:9]([O:10][CH2:11][C:12]([OH:14])=O)=[CH:8][CH:7]=1)[CH3:2].Cl.[F:23][C:24]1[CH:40]=[C:39]([F:41])[CH:38]=[CH:37][C:25]=1[CH2:26][NH:27][CH2:28][CH2:29][CH2:30][CH2:31][CH2:32][CH2:33][CH2:34][CH2:35][CH3:36].C(N(CC)C(C)C)(C)C.Cl.C(N=C=NCCCN(C)C)C. (7) Given the product [NH2:8][C@H:9]([C:11]([NH:13][CH:14]1[N:20]=[C:19]([C:21]2[CH:26]=[CH:25][CH:24]=[CH:23][CH:22]=2)[C:18]2[CH:27]=[CH:28][CH:29]=[CH:30][C:17]=2[N:16]([CH2:31][CH2:32][CH2:33][C:34]([F:37])([F:35])[F:36])[C:15]1=[O:38])=[O:12])[CH3:10], predict the reactants needed to synthesize it. The reactants are: C(OC([NH:8][C@H:9]([C:11]([NH:13][CH:14]1[N:20]=[C:19]([C:21]2[CH:26]=[CH:25][CH:24]=[CH:23][CH:22]=2)[C:18]2[CH:27]=[CH:28][CH:29]=[CH:30][C:17]=2[N:16]([CH2:31][CH2:32][CH2:33][C:34]([F:37])([F:36])[F:35])[C:15]1=[O:38])=[O:12])[CH3:10])=O)(C)(C)C.C(O)(C(F)(F)F)=O.C(Cl)Cl. (8) Given the product [CH2:1]([C:3]1[CH:4]=[C:5]([CH:6]=[CH:7][C:8]=1[CH2:9][CH3:10])[CH2:11][C@@H:12]([NH:16][C:17]([N:19]1[CH2:24][CH2:23][CH:22]([N:25]2[CH2:31][CH2:30][C:29]3[CH:32]=[CH:33][CH:34]=[CH:35][C:28]=3[NH:27][C:26]2=[O:36])[CH2:21][CH2:20]1)=[O:18])[C:13](=[O:14])[N:37]1[CH2:42][CH2:41][CH:40]([N:43]2[CH2:49][CH2:48][CH2:47][CH2:46][CH2:45][CH2:44]2)[CH2:39][CH2:38]1)[CH3:2], predict the reactants needed to synthesize it. The reactants are: [CH2:1]([C:3]1[CH:4]=[C:5]([CH2:11][C@@H:12]([NH:16][C:17]([N:19]2[CH2:24][CH2:23][CH:22]([N:25]3[CH2:31][CH2:30][C:29]4[CH:32]=[CH:33][CH:34]=[CH:35][C:28]=4[NH:27][C:26]3=[O:36])[CH2:21][CH2:20]2)=[O:18])[C:13](O)=[O:14])[CH:6]=[CH:7][C:8]=1[CH2:9][CH3:10])[CH3:2].[NH:37]1[CH2:42][CH2:41][CH:40]([N:43]2[CH2:49][CH2:48][CH2:47][CH2:46][CH2:45][CH2:44]2)[CH2:39][CH2:38]1. (9) Given the product [Br:1][C:2]1[C:3]([CH3:18])=[C:4]([C:14]([O:16][CH3:17])=[O:15])[S:5][C:6]=1[S:30]([C:20]1[CH:21]=[CH:22][CH:23]=[CH:24][CH:25]=1)(=[O:34])=[O:32], predict the reactants needed to synthesize it. The reactants are: [Br:1][C:2]1[C:3]([CH3:18])=[C:4]([C:14]([O:16][CH3:17])=[O:15])[S:5][C:6]=1SC1C=CC=CC=1.Cl[C:20]1[CH:25]=[CH:24][CH:23]=[C:22](C(OO)=O)[CH:21]=1.[S:30]([O-:34])([O-])(=[O:32])=S.[Na+].[Na+].